Task: Predict the product of the given reaction.. Dataset: Forward reaction prediction with 1.9M reactions from USPTO patents (1976-2016) The product is: [OH:5][CH2:4][C@H:3]([CH3:6])[CH2:2][N:21]1[CH2:22][CH2:23][CH:18]([C:14]2[CH:13]=[C:12]([NH:11][C:9](=[O:10])[CH:8]([CH3:7])[CH3:24])[CH:17]=[CH:16][CH:15]=2)[CH2:19][CH2:20]1. Given the reactants Cl[CH2:2][C@@H:3]([CH3:6])[CH2:4][OH:5].[CH3:7][CH:8]([CH3:24])[C:9]([NH:11][C:12]1[CH:17]=[CH:16][CH:15]=[C:14]([CH:18]2[CH2:23][CH2:22][NH:21][CH2:20][CH2:19]2)[CH:13]=1)=[O:10], predict the reaction product.